Predict the reactants needed to synthesize the given product. From a dataset of Full USPTO retrosynthesis dataset with 1.9M reactions from patents (1976-2016). Given the product [CH3:23][C:19]1([CH3:24])[O:18][C:17](=[O:25])[C:16](=[CH:15][NH:1][C:2]2[CH:7]=[CH:6][C:5]([O:8][C:9](=[O:11])[CH3:10])=[C:4]([F:12])[CH:3]=2)[C:21](=[O:22])[O:20]1, predict the reactants needed to synthesize it. The reactants are: [NH2:1][C:2]1[CH:7]=[CH:6][C:5]([O:8][C:9](=[O:11])[CH3:10])=[C:4]([F:12])[CH:3]=1.CO[CH:15]=[C:16]1[C:21](=[O:22])[O:20][C:19]([CH3:24])([CH3:23])[O:18][C:17]1=[O:25].